This data is from Catalyst prediction with 721,799 reactions and 888 catalyst types from USPTO. The task is: Predict which catalyst facilitates the given reaction. (1) Reactant: [CH2:1]([O:8][C:9]1[CH:10]=[C:11]([CH:14]=[CH:15][CH:16]=1)[CH:12]=O)[C:2]1[CH:7]=[CH:6][CH:5]=[CH:4][CH:3]=1.Cl.[CH2:18]([O:20][C:21](=[O:24])[CH2:22][NH2:23])[CH3:19].C(N(CC)CC)C.C(O[BH-](OC(=O)C)OC(=O)C)(=O)C.[Na+]. Product: [CH2:18]([O:20][C:21](=[O:24])[CH2:22][NH:23][CH2:12][C:11]1[CH:14]=[CH:15][CH:16]=[C:9]([O:8][CH2:1][C:2]2[CH:7]=[CH:6][CH:5]=[CH:4][CH:3]=2)[CH:10]=1)[CH3:19]. The catalyst class is: 26. (2) Reactant: [CH2:1]1[CH:6]([CH2:7][C:8]([OH:10])=O)[CH2:5][CH2:4][O:3][CH2:2]1.[CH3:11][O:12][CH2:13][CH2:14][CH2:15][N:16]1[C:21]2[CH:22]=[C:23]([CH2:26][O:27][C@H:28]3[CH2:33][N:32]([S:34]([C:37]4[CH:42]=[CH:41][C:40]([CH3:43])=[CH:39][CH:38]=4)(=[O:36])=[O:35])[C@H:31]([CH2:44][C:45]([NH2:48])([CH3:47])[CH3:46])[CH2:30][CH2:29]3)[CH:24]=[CH:25][C:20]=2[O:19][CH2:18][CH2:17]1.C(N(CC)CC)C.O. Product: [CH3:11][O:12][CH2:13][CH2:14][CH2:15][N:16]1[C:21]2[CH:22]=[C:23]([CH2:26][O:27][C@H:28]3[CH2:33][N:32]([S:34]([C:37]4[CH:38]=[CH:39][C:40]([CH3:43])=[CH:41][CH:42]=4)(=[O:35])=[O:36])[C@H:31]([CH2:44][C:45]([NH:48][C:8](=[O:10])[CH2:7][CH:6]4[CH2:1][CH2:2][O:3][CH2:4][CH2:5]4)([CH3:46])[CH3:47])[CH2:30][CH2:29]3)[CH:24]=[CH:25][C:20]=2[O:19][CH2:18][CH2:17]1. The catalyst class is: 4. (3) Reactant: [CH3:1][C@H:2]1[C@:19]([OH:24])([C:20]([CH2:22][OH:23])=[O:21])[C@:18]2([CH3:25])[C@H:4]([C@H:5]3[C@:15]([F:27])([C@@H:16]([OH:26])[CH2:17]2)[C@:14]2([CH3:28])[C:8](=[CH:9][C:10]([CH:12]=[CH:13]2)=[O:11])[CH2:7][CH2:6]3)[CH2:3]1.[CH3:29][S:30](Cl)(=[O:32])=[O:31].Cl. Product: [CH3:1][C@H:2]1[C@:19]([OH:24])([C:20]([CH2:22][OH:23])=[O:21])[C@:18]2([CH3:25])[C@H:4]([C@H:5]3[C@:15]([F:27])([C@@H:16]([OH:26])[CH2:17]2)[C@:14]2([CH3:28])[C:8](=[CH:9][C:10]([CH:12]=[CH:13]2)=[O:11])[CH2:7][CH2:6]3)[CH2:3]1.[S:30]([O-:32])(=[O:11])(=[O:31])[CH3:29]. The catalyst class is: 17. (4) Reactant: [Cl:1]C1C=CC=C(C(OO)=[O:9])C=1.[CH3:12][O:13][C:14]1[CH:15]=[C:16]2[C:21](=[CH:22][CH:23]=1)[CH:20]=[N:19][CH:18]=[CH:17]2.CO.Cl. Product: [ClH:1].[CH3:12][O:13][C:14]1[CH:15]=[C:16]2[C:21](=[CH:22][CH:23]=1)[CH:20]=[N+:19]([O-:9])[CH:18]=[CH:17]2. The catalyst class is: 268. (5) Reactant: O.[P:2]([O:8]C)([O:6]C)([O:4][CH3:5])=[O:3].[CH3:10][N:11]([CH3:13])[CH3:12]. Product: [P:2]([O-:8])([O-:6])([O-:4])=[O:3].[CH3:10][N+:11]([CH3:5])([CH3:13])[CH3:12].[CH3:10][N+:11]([CH3:5])([CH3:13])[CH3:12].[CH3:10][N+:11]([CH3:5])([CH3:13])[CH3:12]. The catalyst class is: 21. (6) Reactant: [C:1]([O:5][C:6](=[O:24])[NH:7][C:8]1([C:14](=[O:23])[NH:15][C:16]2[CH:21]=[CH:20][C:19](Br)=[CH:18][CH:17]=2)[CH2:13][CH2:12][CH2:11][CH2:10][CH2:9]1)([CH3:4])([CH3:3])[CH3:2].[CH3:25][S:26][C:27]1[CH:32]=[CH:31][CH:30]=[CH:29][C:28]=1B(O)O.C(=O)([O-])[O-].[Na+].[Na+].O. Product: [C:1]([O:5][C:6](=[O:24])[NH:7][C:8]1([C:14](=[O:23])[NH:15][C:16]2[CH:21]=[CH:20][C:19]([C:28]3[CH:29]=[CH:30][CH:31]=[CH:32][C:27]=3[S:26][CH3:25])=[CH:18][CH:17]=2)[CH2:13][CH2:12][CH2:11][CH2:10][CH2:9]1)([CH3:4])([CH3:3])[CH3:2]. The catalyst class is: 596. (7) Reactant: Cl.Br[C:3]1[CH:4]=[C:5]([CH2:10][NH2:11])[CH:6]=[CH:7][C:8]=1[F:9].[CH3:12][C:13]([O:16][C:17]([N:19]1[CH2:24][CH2:23][N:22]([CH2:25][C:26]2[CH:27]=[C:28](B(O)O)[CH:29]=[CH:30][CH:31]=2)[CH2:21][C@@H:20]1[CH3:35])=[O:18])([CH3:15])[CH3:14].C([O-])([O-])=O.[K+].[K+]. Product: [NH2:11][CH2:10][C:5]1[CH:6]=[CH:7][C:8]([F:9])=[C:3]([C:28]2[CH:29]=[CH:30][CH:31]=[C:26]([CH2:25][N:22]3[CH2:23][CH2:24][N:19]([C:17]([O:16][C:13]([CH3:15])([CH3:14])[CH3:12])=[O:18])[C@@H:20]([CH3:35])[CH2:21]3)[CH:27]=2)[CH:4]=1. The catalyst class is: 667.